Dataset: Reaction yield outcomes from USPTO patents with 853,638 reactions. Task: Predict the reaction yield, written as a fraction of the theoretical maximum amount of product (1.0 means a 100% yield; for example, 0.34 means a 34% yield). (1) The reactants are [CH3:1][O:2][C:3](=[O:18])[C:4]1[C:5](=[C:10]([CH3:17])[C:11]([CH2:15][CH3:16])=[CH:12][C:13]=1[OH:14])[C:6]([O:8][CH3:9])=[O:7].C(=O)([O-])[O-].[K+].[K+].[CH2:25](Br)[CH:26]=[CH2:27]. The catalyst is CN(C=O)C. The product is [CH3:1][O:2][C:3](=[O:18])[C:4]1[C:5](=[C:10]([CH3:17])[C:11]([CH2:15][CH3:16])=[CH:12][C:13]=1[O:14][CH2:27][CH:26]=[CH2:25])[C:6]([O:8][CH3:9])=[O:7]. The yield is 0.830. (2) The reactants are [NH2:1][C:2]1[N:3]=[C:4]([C:18]2[C:23]([OH:24])=[CH:22][C:21]([Cl:25])=[CH:20][C:19]=2[Cl:26])[C:5]2[CH2:10][N:9](C(OC(C)(C)C)=O)[CH2:8][C:6]=2[N:7]=1.C([O-])([O-])=O.[Na+].[Na+].C(=O)([O-])[O-].[K+].[K+].Br[CH2:40][CH2:41][N:42]1[CH:46]=[CH:45][CH:44]=[N:43]1.Cl. The catalyst is O1CCOCC1.CN(C=O)C.CO.C1C=CC([P]([Pd]([P](C2C=CC=CC=2)(C2C=CC=CC=2)C2C=CC=CC=2)([P](C2C=CC=CC=2)(C2C=CC=CC=2)C2C=CC=CC=2)[P](C2C=CC=CC=2)(C2C=CC=CC=2)C2C=CC=CC=2)(C2C=CC=CC=2)C2C=CC=CC=2)=CC=1.CCOC(C)=O. The product is [Cl:26][C:19]1[CH:20]=[C:21]([Cl:25])[CH:22]=[C:23]([O:24][CH2:40][CH2:41][N:42]2[CH:46]=[CH:45][CH:44]=[N:43]2)[C:18]=1[C:4]1[C:5]2[CH2:10][NH:9][CH2:8][C:6]=2[N:7]=[C:2]([NH2:1])[N:3]=1. The yield is 0.260. (3) The reactants are [C:1]12([CH2:11][C:12]([OH:14])=[O:13])[CH2:10][CH:5]3[CH2:6][CH:7]([CH2:9][CH:3]([CH2:4]3)[CH2:2]1)[CH2:8]2.CN(C)C=O.C1C(=O)N([Br:27])C(=O)C1.CCCCCCC. The catalyst is S(Cl)(Cl)=O.C(#N)C.O. The product is [Br:27][CH:11]([C:1]12[CH2:10][CH:5]3[CH2:6][CH:7]([CH2:9][CH:3]([CH2:4]3)[CH2:2]1)[CH2:8]2)[C:12]([OH:14])=[O:13]. The yield is 0.660. (4) The reactants are [C:1]([C:4]1[CH:5]=[C:6]([CH:17]=[CH:18][CH:19]=1)[O:7][C:8]1[CH:13]=[CH:12][C:11]([N+:14]([O-])=O)=[CH:10][CH:9]=1)([OH:3])=[O:2]. The catalyst is CO.[Pd]. The product is [C:1]([C:4]1[CH:5]=[C:6]([CH:17]=[CH:18][CH:19]=1)[O:7][C:8]1[CH:13]=[CH:12][C:11]([NH2:14])=[CH:10][CH:9]=1)([OH:3])=[O:2]. The yield is 0.480. (5) The reactants are C(OC(=O)[NH:7][C@:8]1([C:20](=[O:25])[N:21]([O:23][CH3:24])[CH3:22])[C@@H:10]([C:11]2[CH:16]=[CH:15][CH:14]=[CH:13][CH:12]=2)[C@H:9]1[CH2:17][O:18][CH3:19])(C)(C)C.[ClH:27]. The catalyst is O1CCOCC1. The product is [ClH:27].[CH3:24][O:23][N:21]([CH3:22])[C:20]([C@@:8]1([NH2:7])[C@@H:10]([C:11]2[CH:16]=[CH:15][CH:14]=[CH:13][CH:12]=2)[C@H:9]1[CH2:17][O:18][CH3:19])=[O:25]. The yield is 1.00. (6) No catalyst specified. The reactants are [F:1][C:2]1[CH:9]=[C:8]([F:10])[CH:7]=[CH:6][C:3]=1[CH:4]=O.[C:11]([O:14]C(=O)C)(=[O:13])[CH3:12]. The yield is 0.770. The product is [F:1][C:2]1[CH:9]=[C:8]([F:10])[CH:7]=[CH:6][C:3]=1[CH:4]=[CH:12][C:11]([OH:14])=[O:13]. (7) The reactants are [CH2:1]([S:8][CH2:9][C@@H:10]([C:12]([OH:14])=[O:13])[NH2:11])[C:2]1[CH:7]=[CH:6][CH:5]=[CH:4][CH:3]=1.F[C:16]1[CH:21]=[CH:20][CH:19]=[CH:18][C:17]=1[N+:22]([O-:24])=[O:23].C(=O)([O-])[O-].[K+].[K+].CN(C)C=O. The catalyst is O. The product is [CH:1](=[SH:8][CH2:9][CH:10]([NH:11][C:16]1[CH:21]=[CH:20][CH:19]=[CH:18][C:17]=1[N+:22]([O-:24])=[O:23])[C:12]([OH:14])=[O:13])[C:2]1[CH:7]=[CH:6][CH:5]=[CH:4][CH:3]=1. The yield is 0.330.